Dataset: Full USPTO retrosynthesis dataset with 1.9M reactions from patents (1976-2016). Task: Predict the reactants needed to synthesize the given product. (1) Given the product [NH2:16][C:14]1[C:13]([NH:19][CH3:20])=[CH:12][C:11]([O:21][CH2:22][CH:23]([F:24])[F:25])=[C:10]([CH:15]=1)[C:9]([NH:8][C:5]1[CH:6]=[CH:7][C:2]([Br:1])=[CH:3][CH:4]=1)=[O:26], predict the reactants needed to synthesize it. The reactants are: [Br:1][C:2]1[CH:7]=[CH:6][C:5]([NH:8][C:9](=[O:26])[C:10]2[CH:15]=[C:14]([N+:16]([O-])=O)[C:13]([NH:19][CH3:20])=[CH:12][C:11]=2[O:21][CH2:22][CH:23]([F:25])[F:24])=[CH:4][CH:3]=1. (2) Given the product [Br:1][C:2]1[CH:3]=[C:4]([CH2:5][NH2:7])[CH:8]=[CH:9][C:10]=1[CH3:11], predict the reactants needed to synthesize it. The reactants are: [Br:1][C:2]1[CH:3]=[C:4]([CH:8]=[CH:9][C:10]=1[CH3:11])[C:5]([NH2:7])=O.C(O)C. (3) The reactants are: [CH3:1][C:2]1[CH:7]=[CH:6][CH:5]=[CH:4][C:3]=1[O:8][CH3:9].[N+:10]([O-])([OH:12])=[O:11]. Given the product [CH3:9][O:8][C:3]1[CH:4]=[CH:5][C:6]([N+:10]([O-:12])=[O:11])=[CH:7][C:2]=1[CH3:1], predict the reactants needed to synthesize it. (4) The reactants are: [C:1]([C:3]1[CH:4]=[C:5]([NH:10][C:11]([C:13]2[CH:14]=[C:15]([S:19](Cl)(=[O:21])=[O:20])[S:16][C:17]=2[CH3:18])=[O:12])[CH:6]=[CH:7][C:8]=1[F:9])#[N:2].[F:23][C:24]([F:32])([F:31])[C:25]1([NH2:30])[CH2:29][CH2:28][O:27][CH2:26]1. Given the product [C:1]([C:3]1[CH:4]=[C:5]([NH:10][C:11]([C:13]2[CH:14]=[C:15]([S:19](=[O:21])(=[O:20])[NH:30][C:25]3([C:24]([F:32])([F:31])[F:23])[CH2:29][CH2:28][O:27][CH2:26]3)[S:16][C:17]=2[CH3:18])=[O:12])[CH:6]=[CH:7][C:8]=1[F:9])#[N:2], predict the reactants needed to synthesize it. (5) Given the product [CH3:1][O:2][C:3]([C:5]1([NH:13][C:14](=[O:16])[C:29]2[CH:33]=[CH:34][C:26]([O:25][CH3:24])=[C:27]([O:35][CH2:36][CH2:37][C:38]3[CH:39]=[C:40]([CH3:44])[CH:41]=[CH:42][CH:43]=3)[CH:28]=2)[CH2:11][CH2:10][CH2:9][C:8](=[O:12])[CH2:7][CH2:6]1)=[O:4], predict the reactants needed to synthesize it. The reactants are: [CH3:1][O:2][C:3]([C:5]1([NH:13][C:14]([O:16]CC2C=CC=CC=2)=O)[CH2:11][CH2:10][CH2:9][C:8](=[O:12])[CH2:7][CH2:6]1)=[O:4].[CH3:24][O:25][C:26]1[CH:34]=[CH:33][C:29](C(O)=O)=[CH:28][C:27]=1[O:35][CH2:36][CH2:37][C:38]1[CH:39]=[C:40]([CH3:44])[CH:41]=[CH:42][CH:43]=1. (6) Given the product [NH2:1][C:2]1[C:6]2[CH:7]=[C:8]([Cl:11])[CH:9]=[CH:10][C:5]=2[O:4][C:3]=1[C:12](=[O:22])[C:13]1[CH:18]=[C:17]([O:19][CH3:20])[CH:16]=[CH:15][C:14]=1[O:21][CH2:31][CH:30]=[CH2:29], predict the reactants needed to synthesize it. The reactants are: [NH2:1][C:2]1[C:6]2[CH:7]=[C:8]([Cl:11])[CH:9]=[CH:10][C:5]=2[O:4][C:3]=1[C:12](=[O:22])[C:13]1[CH:18]=[C:17]([O:19][CH3:20])[CH:16]=[CH:15][C:14]=1[OH:21].C(=O)([O-])[O-].[K+].[K+].[CH2:29](Br)[CH:30]=[CH2:31]. (7) Given the product [CH2:15]([C:11]1[CH:12]=[C:13]2[C:8](=[CH:9][CH:10]=1)[N:7]([CH2:18][C:19]1[C:28]3[C:23](=[CH:24][CH:25]=[CH:26][CH:27]=3)[CH:22]=[CH:21][CH:20]=1)[C:6]([C:4]([OH:3])=[O:5])=[CH:14]2)[CH3:16], predict the reactants needed to synthesize it. The reactants are: C([O:3][C:4]([C:6]1[NH:7][C:8]2[C:13]([CH:14]=1)=[CH:12][C:11]([CH2:15][CH3:16])=[CH:10][CH:9]=2)=[O:5])C.Br[CH2:18][C:19]1[C:28]2[C:23](=[CH:24][CH:25]=[CH:26][CH:27]=2)[CH:22]=[CH:21][CH:20]=1.